From a dataset of Full USPTO retrosynthesis dataset with 1.9M reactions from patents (1976-2016). Predict the reactants needed to synthesize the given product. Given the product [C:1]([C:3](=[N:8][O:9][CH2:10][CH2:11][CH3:12])[C:4]([O:6][CH3:7])=[O:5])#[N:2], predict the reactants needed to synthesize it. The reactants are: [C:1]([C:3](=[N:8][OH:9])[C:4]([O:6][CH3:7])=[O:5])#[N:2].[CH3:10][CH2:11][CH2:12]Br.C(=O)([O-])[O-].[K+].[K+].CN(C=O)C.